From a dataset of Catalyst prediction with 721,799 reactions and 888 catalyst types from USPTO. Predict which catalyst facilitates the given reaction. (1) Reactant: [C:1]([O:9][CH2:10][C@H:11]([C@H:15]([OH:25])[CH2:16][O:17][CH2:18][C:19]1[CH:24]=[CH:23][CH:22]=[CH:21][CH:20]=1)[CH2:12][CH:13]=C)(=[O:8])[C:2]1[CH:7]=[CH:6][CH:5]=[CH:4][CH:3]=1.C[N+]1([O-])CC[O:30][CH2:29]C1.OS([O-])=O.[Na+]. Product: [C:2]1([C:1]([O:9][CH2:10][C@@H:11]2[C@@H:15]([CH2:16][O:17][CH2:18][C:19]3[CH:20]=[CH:21][CH:22]=[CH:23][CH:24]=3)[O:25][CH:13]([O:30][CH3:29])[CH2:12]2)=[O:8])[CH:3]=[CH:4][CH:5]=[CH:6][CH:7]=1. The catalyst class is: 20. (2) Reactant: [OH:1][C:2]1[CH:7]=[CH:6][C:5]([CH:8]=[CH:9][C:10]([OH:12])=[O:11])=[CH:4][C:3]=1[O:13][CH3:14].[H][H]. Product: [OH:1][C:2]1[CH:7]=[CH:6][C:5]([CH2:8][CH2:9][C:10]([OH:12])=[O:11])=[CH:4][C:3]=1[O:13][CH3:14]. The catalyst class is: 582. (3) Reactant: [CH2:1]([C:3]1([NH:25][C:26](=[O:32])[O:27][C:28]([CH3:31])([CH3:30])[CH3:29])[CH2:8][CH2:7][CH:6]([O:9][C:10]2[C:21]3[C:20]4[C@@H:19]([CH2:22][CH2:23][OH:24])[CH2:18][CH2:17][C:16]=4[S:15][C:14]=3[N:13]=[CH:12][N:11]=2)[CH2:5][CH2:4]1)[CH3:2].C1C=C[NH+]=CC=1.C1C=C[NH+]=CC=1.[O-:45][Cr](O[Cr]([O-])(=O)=O)(=O)=O. Product: [C:28]([O:27][C:26]([NH:25][C:3]1([CH2:1][CH3:2])[CH2:8][CH2:7][CH:6]([O:9][C:10]2[C:21]3[C:20]4[C@@H:19]([CH2:22][C:23]([OH:45])=[O:24])[CH2:18][CH2:17][C:16]=4[S:15][C:14]=3[N:13]=[CH:12][N:11]=2)[CH2:5][CH2:4]1)=[O:32])([CH3:31])([CH3:30])[CH3:29]. The catalyst class is: 9. (4) The catalyst class is: 35. Reactant: C(OCC(=O)C[N:8]([S:15]([C:18]1[CH:23]=[CH:22][CH:21]=[CH:20][C:19]=1[N+:24]([O-:26])=[O:25])(=[O:17])=[O:16])[CH2:9][C:10]([O:12][CH2:13][CH3:14])=[O:11])(=O)C.C(=O)([O-])[O-].[K+].[K+].[I-].[Na+].C(OCC(CCl)=O)(=O)C. Product: [N+:24]([C:19]1[CH:20]=[CH:21][CH:22]=[CH:23][C:18]=1[S:15]([NH:8][CH2:9][C:10]([O:12][CH2:13][CH3:14])=[O:11])(=[O:17])=[O:16])([O-:26])=[O:25]. (5) Reactant: [CH3:1][O:2][C@H:3]([C@@H:6]([C@H:9]([C@H:12]([CH3:14])[OH:13])[O:10][CH3:11])[O:7][CH3:8])[CH:4]=[O:5].N1C=CN=C1.Cl[Si:21]([C:24]([CH3:27])([CH3:26])[CH3:25])([CH3:23])[CH3:22]. The catalyst class is: 2. Product: [C:24]([Si:21]([CH3:23])([CH3:22])[O:5][C@H:4]1[C@H:3]([O:2][CH3:1])[C@H:6]([O:7][CH3:8])[C@@H:9]([O:10][CH3:11])[C@H:12]([CH3:14])[O:13]1)([CH3:27])([CH3:26])[CH3:25].